Dataset: Peptide-MHC class I binding affinity with 185,985 pairs from IEDB/IMGT. Task: Regression. Given a peptide amino acid sequence and an MHC pseudo amino acid sequence, predict their binding affinity value. This is MHC class I binding data. The peptide sequence is CPLERFAEL. The MHC is HLA-B07:02 with pseudo-sequence HLA-B07:02. The binding affinity (normalized) is 0.610.